The task is: Regression. Given a target protein amino acid sequence and a drug SMILES string, predict the binding affinity score between them. We predict pKi (pKi = -log10(Ki in M); higher means stronger inhibition). Dataset: bindingdb_ki.. This data is from Drug-target binding data from BindingDB using Ki measurements. (1) The small molecule is CCC(NC(=O)[C@H](CC(C)C)NC(=O)OCc1ccccc1)C(=O)C(=O)NCCCn1cnc2c(N)nc(OC)nc21. The target protein (P35750) has sequence MAEEVITPVYCTGVSAQVQKLRAKELGLGRHENAIKYLGQDYEQLRAHCLQSGSLFRDEAFPPVPQSLGFKELGPNSSKTYGVKWKRPTELFSNPQFIVDGATRTDICQGALGDCWLLAAIASLTLNDTLLHRVVPHGQSFQNGYAGIFHFQLWQFGEWVDVVVDDLLPTKDGKLVFVHSAQGNEFWSALLEKAYAKVNGSYEALSGGSTSEGFEDFTGGVTEWYELRKAPSDLYSIILKALERGSLLGCSIDISSVLDMEAVTFKKLVKGHAYSVTGAKQVNYQGQMVNLIRMRNPWGEVEWTGAWSDGSSEWNGVDPYQRDQLRVRMEDGEFWMSFRDFLREFTRLEICNLTPDALKSQRVRNWNTTLYEGTWRRGSTAGGCRNYPATFWVNPQFKIRLEETDDPEDDYGGRESGCSFVLALMQKHRRRERRFGRDMETIGFAVYEVPPELVGQPVHLKRDFFLANASRARSEQFINLREVSTRFRLPPGEYVVVPST.... The pKi is 7.6. (2) The small molecule is CNCc1csc(C(=O)Nc2c(OC)cc(Cl)cc2C(=O)Nc2ccc(Cl)cn2)c1Cl. The target protein sequence is ILSEYYILTAAHCLQQAKKFTVRVGERDTDKEEGNEVAHEVEMIIKHNKFVRETYDFDIAVIKLKTPITFRMNVAPACLPQKDWAESTLMTQKTGIVSGFGKTHEKGRPSTTLKMMEVPYVDRNTCKLSSSFSITQNMFCAGYDSKPEDGCQGDSGGPH. The pKi is 8.7. (3) The small molecule is Nc1ncnc2c1ncn2[C@@H]1O[C@H](COP(=O)(O)OP(=O)(O)CP(=O)(O)O)[C@@H](O)[C@H]1O. The target protein (Q04451) has sequence MADPKIEEILAPLRANVKEQGDLVRKLKEEKAPEIDIKKAVAELKTRKKILEDKELSLAPAEDLFDRAKMEDLIKRRFFYDQSFAIYGGITGQFDFGPMGCALKSNMIHLWKKFFILQEQMLEVECSILTPEPVLKASGHVERFADLMTKDIKTGECFRLDHLIKGHLEKIKSDKNTKIELKAEIEDILIKLDGMNADEMSALMKRFEMKSPISGNDLTPPIEFNLMFNTQIGPSGLVKGFLRPETAQGIFVNFKRLLEFNQGRLPFAAAQIGNSFRNEISPRSGLLRVREFTMCEIEHFCDVKEHPKFESVKNTQSLLYSADNQEQGKPADLTTIGDAVCKGIVNNETLGYFMARIHMYMLAVGIDPKRLRFRQHMGNEMAHYACDCWDAECLSSYGWIECVGCADRSAYDLTQHTKATGIRLAAEKKLPAPKQIEVVEAIANNGRIGKAFKKDSQAINDTLATLDNAALEEMQKELDSNGEYTLITARGEFKLTPSLV.... The pKi is 6.1. (4) The small molecule is O=C(NN=C1C=CC(=NOS(=O)(=O)c2ccccc2)C=C1)c1cc2ccccc2cc1O. The target protein sequence is MENFVATLANGMSLQPPLEEVSCGQAESSEKPNAEDMTSKDYYFDSYAHFGIHEEMLKDEVRTLTYRNSMFHNRHLFKDKVVLDVGSGTGILCMFAAKAGARKVIGIECSSISDYAVKIVKANKLDHVVTIIKGKVEEVELPVEKVDIIISEWMGYCLFYESMLNTVLYARDKWLAPDGLIFPDRATLYVTAIEDRQYKDYKIHWWENVYGFDMSCIKDVAIKEPLVDVVDPKQLVTNACLIKEVDIYTVKVEDLTFTSPFCLQVKRNDYVHALVAYFNIEFTRCHKRTGFSTSPESPYTHWKQTVFYMEDYLTVKTGEEIFGTIGMRPNAKNNRDLDFTIDLDFKGQLCELSCSTDYRMR. The pKi is 3.6. (5) The drug is NC(=O)C1CCCN1C(=O)C(Cc1cnc[nH]1)NC(=O)[C@@H]1CCC(=O)C1. The target protein sequence is MDNVTFAELNATELQKREWHGLEYQVVTVFLVVVICGLGIVGNVMVVLVVLQTKHMRTPTNCYLVSLAIADLIVLVAAGLPNITESVYGSWVYGYIGCLCITYLQYLGINASSCSITAFTVERYLAICHPIKAQFLCTISRAKKIIVFVWAFTSLYCLMWFFLLDLNTTIYKDATVVNCGYRVPRSYYSPIYLIDFGIFYAVPMTLATVLYGLIARILFLNPIPSDPKENSKIRKNDATHQTKAFNSKMSSRCSNNTIASRRQVTKMLAVVVLLFAFLWMPYRTLVVVNSFLSRPYLQTWFVLFCRICIYLNSAINPVIYNLMSQKFRAAFQKLCKCKKKRSEKPTNYGLALNYSVIKESSNGGSPDHFSTELEDITVTDNYLSTSKMSFDDTCLPT. The pKi is 5.0. (6) The small molecule is C[N+](C)(C)CCOC(N)=O. The target protein sequence is MTLHSQSTTSPLFPQISSSWVHSPSEAGLPLGTVTQLGSYQISQETGQFSSQDTSSDPLGGHTIWQVVFIAFLTGFLALVTIIGNILVIVAFKVNKQLKTVNNYFLLSLASADLIIGVISMNLFTTYIIMNRWALGNLACDLWLSIDYVASNASVMNLLVISFDRYFSITRPLTYRAKRCTKRAGVMIGLAWVISFVLWAPAILFWQYFVGKRTVPPGECFIQFLSEPTITFGTAIAAFYMPVTIMTILYWRIYKETEKRTKELAGLQASGTEIEGRIEGRIEGRTRSQITKRKRMSLIKEKKAAQTLSAILLAFIITWTPYNIMVLVNTFADSAIPKTYWNLGYWLCYINSTVNPVAYALSNKTFRTTFKTLLLSQSDKRKRRKQQYQQRQSVIFHKRVPEQAL. The pKi is 4.7.